From a dataset of Peptide-MHC class I binding affinity with 185,985 pairs from IEDB/IMGT. Regression. Given a peptide amino acid sequence and an MHC pseudo amino acid sequence, predict their binding affinity value. This is MHC class I binding data. (1) The peptide sequence is TTFVTPML. The MHC is H-2-Db with pseudo-sequence H-2-Db. The binding affinity (normalized) is 0. (2) The peptide sequence is TYSAGIVQI. The MHC is HLA-B51:01 with pseudo-sequence HLA-B51:01. The binding affinity (normalized) is 0.0278. (3) The peptide sequence is KLMALELFK. The MHC is HLA-A69:01 with pseudo-sequence HLA-A69:01. The binding affinity (normalized) is 0.0847. (4) The peptide sequence is TVFFTASLFL. The MHC is HLA-A11:01 with pseudo-sequence HLA-A11:01. The binding affinity (normalized) is 0.429. (5) The peptide sequence is GTKGKLYIAL. The MHC is HLA-A02:01 with pseudo-sequence HLA-A02:01. The binding affinity (normalized) is 0.102.